This data is from NCI-60 drug combinations with 297,098 pairs across 59 cell lines. The task is: Regression. Given two drug SMILES strings and cell line genomic features, predict the synergy score measuring deviation from expected non-interaction effect. (1) Drug 1: CC1=C(C=C(C=C1)NC2=NC=CC(=N2)N(C)C3=CC4=NN(C(=C4C=C3)C)C)S(=O)(=O)N.Cl. Drug 2: CCC1(C2=C(COC1=O)C(=O)N3CC4=CC5=C(C=CC(=C5CN(C)C)O)N=C4C3=C2)O.Cl. Cell line: RPMI-8226. Synergy scores: CSS=18.8, Synergy_ZIP=1.12, Synergy_Bliss=-1.58, Synergy_Loewe=-48.1, Synergy_HSA=-8.00. (2) Drug 1: CCC1(CC2CC(C3=C(CCN(C2)C1)C4=CC=CC=C4N3)(C5=C(C=C6C(=C5)C78CCN9C7C(C=CC9)(C(C(C8N6C=O)(C(=O)OC)O)OC(=O)C)CC)OC)C(=O)OC)O.OS(=O)(=O)O. Drug 2: C1=NC2=C(N1)C(=S)N=CN2. Cell line: HCT116. Synergy scores: CSS=51.6, Synergy_ZIP=6.49, Synergy_Bliss=6.59, Synergy_Loewe=4.78, Synergy_HSA=5.21. (3) Drug 1: CCCCC(=O)OCC(=O)C1(CC(C2=C(C1)C(=C3C(=C2O)C(=O)C4=C(C3=O)C=CC=C4OC)O)OC5CC(C(C(O5)C)O)NC(=O)C(F)(F)F)O. Drug 2: C1=NC2=C(N1)C(=S)N=CN2. Cell line: SF-539. Synergy scores: CSS=48.1, Synergy_ZIP=-8.66, Synergy_Bliss=-4.87, Synergy_Loewe=-4.83, Synergy_HSA=-1.61. (4) Drug 1: CNC(=O)C1=CC=CC=C1SC2=CC3=C(C=C2)C(=NN3)C=CC4=CC=CC=N4. Drug 2: CN(C)C1=NC(=NC(=N1)N(C)C)N(C)C. Cell line: IGROV1. Synergy scores: CSS=5.15, Synergy_ZIP=-0.109, Synergy_Bliss=-3.04, Synergy_Loewe=-3.75, Synergy_HSA=-3.28. (5) Drug 1: CS(=O)(=O)C1=CC(=C(C=C1)C(=O)NC2=CC(=C(C=C2)Cl)C3=CC=CC=N3)Cl. Drug 2: CC12CCC3C(C1CCC2O)C(CC4=C3C=CC(=C4)O)CCCCCCCCCS(=O)CCCC(C(F)(F)F)(F)F. Cell line: SK-MEL-28. Synergy scores: CSS=-0.985, Synergy_ZIP=2.56, Synergy_Bliss=5.82, Synergy_Loewe=-2.22, Synergy_HSA=-0.980. (6) Drug 1: CNC(=O)C1=CC=CC=C1SC2=CC3=C(C=C2)C(=NN3)C=CC4=CC=CC=N4. Drug 2: CC12CCC(CC1=CCC3C2CCC4(C3CC=C4C5=CN=CC=C5)C)O. Cell line: IGROV1. Synergy scores: CSS=4.02, Synergy_ZIP=-1.23, Synergy_Bliss=2.49, Synergy_Loewe=1.59, Synergy_HSA=2.38. (7) Drug 1: CC1C(C(CC(O1)OC2CC(CC3=C2C(=C4C(=C3O)C(=O)C5=C(C4=O)C(=CC=C5)OC)O)(C(=O)C)O)N)O.Cl. Drug 2: CC12CCC3C(C1CCC2O)C(CC4=C3C=CC(=C4)O)CCCCCCCCCS(=O)CCCC(C(F)(F)F)(F)F. Cell line: BT-549. Synergy scores: CSS=24.8, Synergy_ZIP=1.10, Synergy_Bliss=7.71, Synergy_Loewe=-5.60, Synergy_HSA=6.65. (8) Drug 1: C1=CC(=CC=C1CCCC(=O)O)N(CCCl)CCCl. Drug 2: CC1CCCC2(C(O2)CC(NC(=O)CC(C(C(=O)C(C1O)C)(C)C)O)C(=CC3=CSC(=N3)C)C)C. Cell line: SR. Synergy scores: CSS=25.9, Synergy_ZIP=1.59, Synergy_Bliss=-1.09, Synergy_Loewe=-0.993, Synergy_HSA=-0.988.